This data is from Forward reaction prediction with 1.9M reactions from USPTO patents (1976-2016). The task is: Predict the product of the given reaction. (1) Given the reactants [CH3:1][N:2]([CH3:35])[C:3]1[CH:8]=[CH:7][C:6]([NH:9][S:10]([C:13]2[CH:14]=[C:15]([S:19]([NH:22][CH2:23][CH:24]3[CH2:29][CH2:28][NH:27][CH2:26][CH2:25]3)(=[O:21])=[O:20])[CH:16]=[CH:17][CH:18]=2)(=[O:12])=[O:11])=[CH:5][C:4]=1[C:30]1[O:31][CH:32]=[CH:33][CH:34]=1.[C:36](O)(=[O:40])[CH2:37][CH2:38][CH3:39].CN(C(ON1N=NC2C=CC=CC1=2)=[N+](C)C)C.F[P-](F)(F)(F)(F)F.C(N(CC)C(C)C)(C)C, predict the reaction product. The product is: [CH3:1][N:2]([CH3:35])[C:3]1[CH:8]=[CH:7][C:6]([NH:9][S:10]([C:13]2[CH:14]=[C:15]([S:19]([NH:22][CH2:23][CH:24]3[CH2:29][CH2:28][N:27]([C:36](=[O:40])[CH2:37][CH2:38][CH3:39])[CH2:26][CH2:25]3)(=[O:21])=[O:20])[CH:16]=[CH:17][CH:18]=2)(=[O:12])=[O:11])=[CH:5][C:4]=1[C:30]1[O:31][CH:32]=[CH:33][CH:34]=1. (2) The product is: [Cl:33][C:18]1[C:19]([NH:21][C:22]2[C:31]([F:32])=[CH:30][CH:29]=[CH:28][C:23]=2[C:24]([NH:26][CH3:27])=[O:25])=[N:20][C:15]([NH:1][C:2]2[CH:3]=[CH:4][C:5]3[O:11][CH2:10][CH2:9][C:8](=[O:12])[NH:7][C:6]=3[CH:13]=2)=[N:16][CH:17]=1. Given the reactants [NH2:1][C:2]1[CH:3]=[CH:4][C:5]2[O:11][CH2:10][CH2:9][C:8](=[O:12])[NH:7][C:6]=2[CH:13]=1.Cl[C:15]1[N:20]=[C:19]([NH:21][C:22]2[C:31]([F:32])=[CH:30][CH:29]=[CH:28][C:23]=2[C:24]([NH:26][CH3:27])=[O:25])[C:18]([Cl:33])=[CH:17][N:16]=1.C12(CS(O)(=O)=O)C(C)(C)C(CC1)CC2=O.C(O)(C)C, predict the reaction product. (3) Given the reactants C(NC(C)C)(C)C.[Li]CCCC.[F:13][C:14]1[N:19]=[CH:18][C:17]([CH:20]([N:22]2[CH2:27][CH2:26][O:25][CH2:24][CH2:23]2)[CH3:21])=[CH:16][CH:15]=1.[B:28]([O:37][CH:38]([CH3:40])[CH3:39])([O:33][CH:34]([CH3:36])[CH3:35])OC(C)C.OC(C(O)(C)C)(C)C.C(O)(=O)C, predict the reaction product. The product is: [F:13][C:14]1[N:19]=[CH:18][C:17]([CH:20]([N:22]2[CH2:27][CH2:26][O:25][CH2:24][CH2:23]2)[CH3:21])=[CH:16][C:15]=1[B:28]1[O:33][C:34]([CH3:35])([CH3:36])[C:38]([CH3:39])([CH3:40])[O:37]1. (4) Given the reactants [CH2:1]([O:3][C:4]([N:6]1[CH2:11][CH2:10][N:9]([C:12](=[O:35])[C:13]2[CH:18]=[CH:17][CH:16]=[C:15]([C@@H:19]([N:27]3[CH2:32][C@@H:31]([CH3:33])[NH:30][CH2:29][C@@H:28]3[CH3:34])[C:20]3[CH:25]=[CH:24][CH:23]=[C:22]([OH:26])[CH:21]=3)[CH:14]=2)[CH2:8][CH2:7]1)=[O:5])[CH3:2].[CH:36](=O)[C:37]1[CH:42]=[CH:41][CH:40]=[CH:39][CH:38]=1, predict the reaction product. The product is: [CH2:1]([O:3][C:4]([N:6]1[CH2:11][CH2:10][N:9]([C:12](=[O:35])[C:13]2[CH:18]=[CH:17][CH:16]=[C:15]([C@@H:19]([N:27]3[CH2:32][C@@H:31]([CH3:33])[N:30]([CH2:36][C:37]4[CH:42]=[CH:41][CH:40]=[CH:39][CH:38]=4)[CH2:29][C@@H:28]3[CH3:34])[C:20]3[CH:25]=[CH:24][CH:23]=[C:22]([OH:26])[CH:21]=3)[CH:14]=2)[CH2:8][CH2:7]1)=[O:5])[CH3:2].